This data is from Full USPTO retrosynthesis dataset with 1.9M reactions from patents (1976-2016). The task is: Predict the reactants needed to synthesize the given product. (1) Given the product [ClH:1].[Cl:1][C:2]1[CH:38]=[C:37]([Cl:39])[CH:36]=[CH:35][C:3]=1[CH2:4][NH:5][C:6]([C:8]1[C:17](=[O:18])[C:16]2[C:11](=[C:12]([O:28][CH3:29])[C:13]([N:20]3[CH2:21][CH:22]([CH3:27])[NH:23][CH:24]([CH3:26])[CH2:25]3)=[C:14]([F:19])[CH:15]=2)[N:10]([CH2:30][C:31]([F:33])([F:34])[F:32])[CH:9]=1)=[O:7], predict the reactants needed to synthesize it. The reactants are: [Cl:1][C:2]1[CH:38]=[C:37]([Cl:39])[CH:36]=[CH:35][C:3]=1[CH2:4][NH:5][C:6]([C:8]1[C:17](=[O:18])[C:16]2[C:11](=[C:12]([O:28][CH3:29])[C:13]([N:20]3[CH2:25][CH:24]([CH3:26])[NH:23][CH:22]([CH3:27])[CH2:21]3)=[C:14]([F:19])[CH:15]=2)[N:10]([CH2:30][C:31]([F:34])([F:33])[F:32])[CH:9]=1)=[O:7]. (2) Given the product [Br:4][C:5]1[CH:6]=[C:7]([CH:13]=[N:2][OH:3])[S:8][C:9]=1[N+:10]([O-:12])=[O:11], predict the reactants needed to synthesize it. The reactants are: Cl.[NH2:2][OH:3].[Br:4][C:5]1[CH:6]=[C:7]([CH:13]=O)[S:8][C:9]=1[N+:10]([O-:12])=[O:11].N1C=CC=CC=1. (3) The reactants are: Cl.[NH:2]1[CH2:7][CH2:6][CH:5]([NH:8][C:9]([C:11]2[C:15]3[N:16]=[CH:17][N:18]=[C:19]([C:20]4[C:28]5[O:27][CH2:26][O:25][C:24]=5[CH:23]=[CH:22][C:21]=4[O:29][CH2:30][CH:31]4[CH2:33][CH2:32]4)[C:14]=3[NH:13][CH:12]=2)=[O:10])[CH2:4][CH2:3]1.C1CCN2C(=NCCC2)CC1.[C:45](Cl)(=[O:48])[CH2:46][CH3:47].CO. Given the product [C:45]([N:2]1[CH2:7][CH2:6][CH:5]([NH:8][C:9]([C:11]2[C:15]3[N:16]=[CH:17][N:18]=[C:19]([C:20]4[C:28]5[O:27][CH2:26][O:25][C:24]=5[CH:23]=[CH:22][C:21]=4[O:29][CH2:30][CH:31]4[CH2:32][CH2:33]4)[C:14]=3[NH:13][CH:12]=2)=[O:10])[CH2:4][CH2:3]1)(=[O:48])[CH2:46][CH3:47], predict the reactants needed to synthesize it. (4) Given the product [CH2:1]([C:3]1[NH:7][N:6]=[C:5]([NH:8][C:9]2[C:18]3[C:13](=[CH:14][CH:15]=[CH:16][CH:17]=3)[N:12]=[C:11]([CH:19]([C:21]3[CH:22]=[CH:23][C:24]([F:27])=[CH:25][CH:26]=3)[OH:20])[N:10]=2)[CH:4]=1)[CH3:2], predict the reactants needed to synthesize it. The reactants are: [CH2:1]([C:3]1[NH:7][N:6]=[C:5]([NH:8][C:9]2[C:18]3[C:13](=[CH:14][CH:15]=[CH:16][CH:17]=3)[N:12]=[C:11]([C:19]([C:21]3[CH:26]=[CH:25][C:24]([F:27])=[CH:23][CH:22]=3)=[O:20])[N:10]=2)[CH:4]=1)[CH3:2].[BH4-].[Na+].Cl. (5) The reactants are: [F:1][C:2]1[CH:7]=[CH:6][C:5]([NH:8][C:9]2[CH:14]=[CH:13][C:12]([C:15]([C:17]3[CH:22]=[C:21]([OH:23])[CH:20]=[CH:19][C:18]=3[CH3:24])=[O:16])=[C:11]([N+:25]([O-:27])=[O:26])[CH:10]=2)=[C:4]([CH3:28])[CH:3]=1.Cl[CH2:30][CH2:31][CH2:32][OH:33].C([O-])([O-])=O.[K+].[K+].[Na+].[I-]. Given the product [F:1][C:2]1[CH:7]=[CH:6][C:5]([NH:8][C:9]2[CH:14]=[CH:13][C:12]([C:15]([C:17]3[CH:22]=[C:21]([O:23][CH2:30][CH2:31][CH2:32][OH:33])[CH:20]=[CH:19][C:18]=3[CH3:24])=[O:16])=[C:11]([N+:25]([O-:27])=[O:26])[CH:10]=2)=[C:4]([CH3:28])[CH:3]=1, predict the reactants needed to synthesize it.